From a dataset of Retrosynthesis with 50K atom-mapped reactions and 10 reaction types from USPTO. Predict the reactants needed to synthesize the given product. (1) Given the product CCOC(=O)Cc1c(C)n(Cc2ccc(Cl)cc2)c2ccc(OC)cc12, predict the reactants needed to synthesize it. The reactants are: CCOC(=O)Cc1c(C)[nH]c2ccc(OC)cc12.ClCc1ccc(Cl)cc1. (2) Given the product NC(=O)c1cc(-c2ccc(F)cc2)c2ccc(Cn3cnc4ccccc43)cc2n1, predict the reactants needed to synthesize it. The reactants are: NC(=O)c1cc(-c2ccc(F)cc2)c2ccc(CBr)cc2n1.c1ccc2[nH]cnc2c1. (3) Given the product O=C(O)c1ccc(C=Nc2ccc(Cl)c(Cl)c2)cc1, predict the reactants needed to synthesize it. The reactants are: Nc1ccc(Cl)c(Cl)c1.O=Cc1ccc(C(=O)O)cc1. (4) Given the product Cc1c(-c2noc(-c3cnc(OC(C)C)c(C#N)c3)n2)ccc2c1CCN(C(=O)[C@@H](NC(=O)OC(C)(C)C)[C@@H](C)O)C2, predict the reactants needed to synthesize it. The reactants are: C[C@@H](O)[C@H](NC(=O)OC(C)(C)C)C(=O)O.Cc1c(-c2noc(-c3cnc(OC(C)C)c(C#N)c3)n2)ccc2c1CCNC2. (5) Given the product CC(C)(C)OC(=O)N1CCC(CO)(CCCO)CC1, predict the reactants needed to synthesize it. The reactants are: CC(C)(C)OC(=O)N1CCC(CCCO)(C(=O)OCc2ccccc2)CC1. (6) Given the product CCOC(=O)C1=C(c2ccccc2)c2ccc(OCCCc3ccccc3)cc2C1=O, predict the reactants needed to synthesize it. The reactants are: CCOC(=O)C1=C(c2ccccc2)c2ccc(O)cc2C1=O.OCCCc1ccccc1.